Dataset: HIV replication inhibition screening data with 41,000+ compounds from the AIDS Antiviral Screen. Task: Binary Classification. Given a drug SMILES string, predict its activity (active/inactive) in a high-throughput screening assay against a specified biological target. (1) The compound is Cc1nc(SCC(N)=O)c2sc(=S)n(-c3ccccc3)c2n1. The result is 0 (inactive). (2) The compound is C=C(Nc1ccc(OC)cc1OC)C(=O)Cc1cccc[n+]1[O-]. The result is 0 (inactive).